Dataset: Catalyst prediction with 721,799 reactions and 888 catalyst types from USPTO. Task: Predict which catalyst facilitates the given reaction. (1) Reactant: [CH:1]1([C:7](Cl)=[O:8])[CH2:6][CH2:5][CH:4]=[CH:3][CH2:2]1.C1(C(O)=O)CCC=CC1.C(Cl)(=O)C(Cl)=O.[F:25][C:26]([F:37])([S:33]([O-:36])(=[O:35])=[O:34])[CH:27]([OH:32])[C:28]([F:31])([F:30])[F:29].[C:38]1([S+:44]([C:51]2[CH:56]=[CH:55][CH:54]=[CH:53][CH:52]=2)[C:45]2[CH:50]=[CH:49][CH:48]=[CH:47][CH:46]=2)[CH:43]=[CH:42][CH:41]=[CH:40][CH:39]=1.C(N(CC)CC)C.[Cl-].Cl. Product: [F:37][C:26]([F:25])([S:33]([O-:36])(=[O:34])=[O:35])[CH:27]([O:32][C:7]([CH:1]1[CH2:6][CH2:5][CH:4]=[CH:3][CH2:2]1)=[O:8])[C:28]([F:29])([F:31])[F:30].[C:51]1([S+:44]([C:38]2[CH:39]=[CH:40][CH:41]=[CH:42][CH:43]=2)[C:45]2[CH:50]=[CH:49][CH:48]=[CH:47][CH:46]=2)[CH:52]=[CH:53][CH:54]=[CH:55][CH:56]=1. The catalyst class is: 2. (2) Reactant: [Cl:1][C:2]1[CH:3]=[C:4]2[C:8](=[CH:9][CH:10]=1)[N:7]([CH2:11][O:12]C(=O)C(C)(C)C)[C:6]([C:19]1[CH:20]=[N:21][CH:22]=[CH:23][CH:24]=1)=[C:5]2[CH3:25].CC(C[AlH]CC(C)C)C. Product: [Cl:1][C:2]1[CH:3]=[C:4]2[C:8](=[CH:9][CH:10]=1)[N:7]([CH2:11][OH:12])[C:6]([C:19]1[CH:20]=[N:21][CH:22]=[CH:23][CH:24]=1)=[C:5]2[CH3:25]. The catalyst class is: 4. (3) Reactant: [F:1][CH:2]([F:18])[CH2:3][NH:4][C:5]1[CH:13]=[CH:12][C:11]([C:14]([F:17])([F:16])[F:15])=[CH:10][C:6]=1[C:7]([OH:9])=O.[CH3:19]CN(C(C)C)C(C)C.C1C=[CH:30][C:31]2[N:36](O)N=N[C:32]=2[CH:33]=1.CCN=C=NCCCN(C)C. Product: [F:18][CH:2]([F:1])[CH2:3][NH:4][C:5]1[CH:13]=[CH:12][C:11]([C:14]([F:17])([F:16])[F:15])=[CH:10][C:6]=1[C:7]([NH:36][C:31]([CH3:30])([C:32]#[CH:33])[CH3:19])=[O:9]. The catalyst class is: 2. (4) The catalyst class is: 1. Reactant: [CH2:1]([NH2:3])[CH3:2].[CH:4]([C:6]1[CH:14]=[CH:13][C:9]([C:10](O)=[O:11])=[CH:8][C:7]=1[CH3:15])=[O:5].COC1N=C(OC)N=C([N+]2(C)CCOCC2)N=1. Product: [CH2:1]([NH:3][C:10](=[O:11])[C:9]1[CH:13]=[CH:14][C:6]([CH:4]=[O:5])=[C:7]([CH3:15])[CH:8]=1)[CH3:2]. (5) Reactant: [C:1]1([C@H:7]([NH2:9])[CH3:8])[CH:6]=[CH:5][CH:4]=[CH:3][CH:2]=1.[CH3:10][O:11][C:12](=[O:17])[CH2:13][C:14](=O)[CH3:15].[CH3:18][O:19][C:20](=[O:23])[C:21]#[CH:22]. Product: [CH3:18][O:19][C:20](=[O:23])[CH:21]=[CH:22][C:13](=[C:14]([NH:9][C@@H:7]([C:1]1[CH:6]=[CH:5][CH:4]=[CH:3][CH:2]=1)[CH3:8])[CH3:15])[C:12]([O:11][CH3:10])=[O:17]. The catalyst class is: 5.